Task: Regression/Classification. Given a drug SMILES string, predict its absorption, distribution, metabolism, or excretion properties. Task type varies by dataset: regression for continuous measurements (e.g., permeability, clearance, half-life) or binary classification for categorical outcomes (e.g., BBB penetration, CYP inhibition). Dataset: cyp1a2_veith.. Dataset: CYP1A2 inhibition data for predicting drug metabolism from PubChem BioAssay (1) The molecule is COc1cccc(-c2nccc(NCCc3c[nH]c4ccc(OC)cc34)n2)c1. The result is 1 (inhibitor). (2) The drug is CNc1nc(-c2ccccc2CN(C)C)nc2ccccc12. The result is 1 (inhibitor). (3) The drug is Cn1cccc1C(=O)N1CCC[C@@]2(CCN(Cc3cc(C(F)(F)F)cc(C(F)(F)F)c3)C2)C1. The result is 0 (non-inhibitor). (4) The drug is COc1ccc(Oc2ncc3nc(-c4ccc(Cl)cc4)c(=O)n(C4CC4)c3n2)cc1. The result is 1 (inhibitor). (5) The drug is O=C(N1CCOCC1)C1(c2ccccc2)CCNCC1. The result is 0 (non-inhibitor). (6) The compound is N[C@@H](C(=O)O)c1ccc(O)c(C(=O)O)c1. The result is 0 (non-inhibitor). (7) The drug is COc1ccccc1N1CCN(CCCNc2c(C)c(=O)n(C)c(=O)n2C)CC1. The result is 0 (non-inhibitor).